From a dataset of NCI-60 drug combinations with 297,098 pairs across 59 cell lines. Regression. Given two drug SMILES strings and cell line genomic features, predict the synergy score measuring deviation from expected non-interaction effect. (1) Drug 1: CC(CN1CC(=O)NC(=O)C1)N2CC(=O)NC(=O)C2. Drug 2: COCCOC1=C(C=C2C(=C1)C(=NC=N2)NC3=CC=CC(=C3)C#C)OCCOC.Cl. Cell line: SK-OV-3. Synergy scores: CSS=8.62, Synergy_ZIP=-5.02, Synergy_Bliss=-1.97, Synergy_Loewe=0.690, Synergy_HSA=0.818. (2) Drug 1: CC1=C(C(CCC1)(C)C)C=CC(=CC=CC(=CC(=O)O)C)C. Drug 2: CC1=C(C=C(C=C1)C(=O)NC2=CC(=CC(=C2)C(F)(F)F)N3C=C(N=C3)C)NC4=NC=CC(=N4)C5=CN=CC=C5. Cell line: NCI-H522. Synergy scores: CSS=-2.38, Synergy_ZIP=-0.389, Synergy_Bliss=-3.23, Synergy_Loewe=-3.90, Synergy_HSA=-4.38. (3) Drug 1: COCCOC1=C(C=C2C(=C1)C(=NC=N2)NC3=CC=CC(=C3)C#C)OCCOC.Cl. Drug 2: CC1C(C(CC(O1)OC2CC(CC3=C2C(=C4C(=C3O)C(=O)C5=CC=CC=C5C4=O)O)(C(=O)C)O)N)O. Cell line: MDA-MB-231. Synergy scores: CSS=49.9, Synergy_ZIP=-6.30, Synergy_Bliss=-2.90, Synergy_Loewe=-0.279, Synergy_HSA=0.780. (4) Drug 1: CCN(CC)CCCC(C)NC1=C2C=C(C=CC2=NC3=C1C=CC(=C3)Cl)OC. Drug 2: C1CNP(=O)(OC1)N(CCCl)CCCl. Cell line: BT-549. Synergy scores: CSS=7.05, Synergy_ZIP=-6.47, Synergy_Bliss=-4.70, Synergy_Loewe=-15.3, Synergy_HSA=-5.25. (5) Drug 1: CC1OCC2C(O1)C(C(C(O2)OC3C4COC(=O)C4C(C5=CC6=C(C=C35)OCO6)C7=CC(=C(C(=C7)OC)O)OC)O)O. Drug 2: CNC(=O)C1=NC=CC(=C1)OC2=CC=C(C=C2)NC(=O)NC3=CC(=C(C=C3)Cl)C(F)(F)F. Cell line: DU-145. Synergy scores: CSS=38.1, Synergy_ZIP=0.658, Synergy_Bliss=1.01, Synergy_Loewe=-0.377, Synergy_HSA=4.25. (6) Drug 1: C1=CC=C(C(=C1)C(C2=CC=C(C=C2)Cl)C(Cl)Cl)Cl. Drug 2: CC12CCC3C(C1CCC2O)C(CC4=C3C=CC(=C4)O)CCCCCCCCCS(=O)CCCC(C(F)(F)F)(F)F. Cell line: SNB-75. Synergy scores: CSS=4.57, Synergy_ZIP=0.120, Synergy_Bliss=4.27, Synergy_Loewe=2.79, Synergy_HSA=3.11.